From a dataset of Forward reaction prediction with 1.9M reactions from USPTO patents (1976-2016). Predict the product of the given reaction. (1) Given the reactants Cl[C:2]1[N:3]=[CH:4][C:5]2[N:10]=[N:9][N:8]([CH2:11][C:12]3[CH:13]=[C:14]4[C:19](=[CH:20][CH:21]=3)[N:18]=[CH:17][CH:16]=[CH:15]4)[C:6]=2[N:7]=1.CCO.[NH3:25], predict the reaction product. The product is: [N:18]1[C:19]2[C:14](=[CH:13][C:12]([CH2:11][N:8]3[C:6]4[N:7]=[C:2]([NH2:25])[N:3]=[CH:4][C:5]=4[N:10]=[N:9]3)=[CH:21][CH:20]=2)[CH:15]=[CH:16][CH:17]=1. (2) Given the reactants [OH-].[Na+].CC1(C)C(C)(C)OB([C:11]2[CH:19]=[CH:18][CH:17]=[C:16]3[C:12]=2[CH:13]=[CH:14][NH:15]3)O1.Cl.Br[C:23]1[CH:28]=[CH:27][N:26]=[CH:25][CH:24]=1, predict the reaction product. The product is: [N:26]1[CH:27]=[CH:28][C:23]([C:11]2[CH:19]=[CH:18][CH:17]=[C:16]3[C:12]=2[CH:13]=[CH:14][NH:15]3)=[CH:24][CH:25]=1. (3) The product is: [F:39][C:13]1[C:12]([CH2:11][CH2:10][C:5]23[CH2:8][CH2:9][C:2]([NH:1][CH2:51][C:49]4[CH:48]=[CH:47][C:44]5[O:45][CH2:46][C:41](=[O:40])[NH:42][C:43]=5[N:50]=4)([CH2:7][CH2:6]2)[CH2:3][O:4]3)=[C:21]2[C:16]([CH:17]=[CH:18][C:19]([O:22][CH:23]3[CH2:27][O:26][CH2:25][CH:24]3[NH:28][C:29](=[O:38])[O:30][CH2:31][C:32]3[CH:33]=[CH:34][CH:35]=[CH:36][CH:37]=3)=[N:20]2)=[N:15][CH:14]=1. Given the reactants [NH2:1][C:2]12[CH2:9][CH2:8][C:5]([CH2:10][CH2:11][C:12]3[C:13]([F:39])=[CH:14][N:15]=[C:16]4[C:21]=3[N:20]=[C:19]([O:22][CH:23]3[CH2:27][O:26][CH2:25][CH:24]3[NH:28][C:29](=[O:38])[O:30][CH2:31][C:32]3[CH:37]=[CH:36][CH:35]=[CH:34][CH:33]=3)[CH:18]=[CH:17]4)([CH2:6][CH2:7]1)[O:4][CH2:3]2.[O:40]=[C:41]1[CH2:46][O:45][C:44]2[CH:47]=[CH:48][C:49]([CH:51]=O)=[N:50][C:43]=2[NH:42]1, predict the reaction product. (4) The product is: [O:29]1[CH:33]=[CH:32][C:31]([C:2]2[S:3][C:4]3[CH2:5][C:6]4[C:12]([C:13]5[CH:14]=[CH:15][C:16]([O:19][CH3:20])=[CH:17][CH:18]=5)=[N:11][N:10]([CH2:21][O:22][CH2:23][CH2:24][Si:25]([CH3:28])([CH3:26])[CH3:27])[C:7]=4[C:8]=3[CH:9]=2)=[CH:30]1. Given the reactants Br[C:2]1[S:3][C:4]2[CH2:5][C:6]3[C:12]([C:13]4[CH:18]=[CH:17][C:16]([O:19][CH3:20])=[CH:15][CH:14]=4)=[N:11][N:10]([CH2:21][O:22][CH2:23][CH2:24][Si:25]([CH3:28])([CH3:27])[CH3:26])[C:7]=3[C:8]=2[CH:9]=1.[O:29]1[CH:33]=[CH:32][C:31](B(O)O)=[CH:30]1.C([O-])([O-])=O.[Na+].[Na+], predict the reaction product. (5) Given the reactants [F:1][C:2]([F:12])([F:11])[C:3]1[N:4]=[C:5]([C:8]([OH:10])=O)[S:6][CH:7]=1.[NH2:13][C:14]1[C:19]([CH3:20])=[C:18]([O:21][CH3:22])[CH:17]=[CH:16][C:15]=1[C:23](=[O:25])[CH3:24].C(C1C=CC(OC)=CC=1NC(C1SC=C(C(C)C)N=1)=O)(=O)C, predict the reaction product. The product is: [C:23]([C:15]1[C:14]([NH:13][C:8]([C:5]2[S:6][CH:7]=[C:3]([C:2]([F:1])([F:12])[F:11])[N:4]=2)=[O:10])=[C:19]([CH3:20])[C:18]([O:21][CH3:22])=[CH:17][CH:16]=1)(=[O:25])[CH3:24].